This data is from Catalyst prediction with 721,799 reactions and 888 catalyst types from USPTO. The task is: Predict which catalyst facilitates the given reaction. (1) Reactant: C([O:3][C:4](=[O:38])[CH2:5][CH2:6][NH:7][C:8]([C:10]1[N:15]=[CH:14][C:13]([NH:16][CH:17]([C:22]2[CH:27]=[CH:26][C:25]([C:28]3[CH:33]=[CH:32][C:31]([C:34]([F:37])([F:36])[F:35])=[CH:30][CH:29]=3)=[CH:24][CH:23]=2)[CH2:18][CH:19]([CH3:21])[CH3:20])=[CH:12][N:11]=1)=[O:9])C.[OH-].[Na+].Cl. Product: [CH3:20][CH:19]([CH3:21])[CH2:18][CH:17]([NH:16][C:13]1[CH:12]=[N:11][C:10]([C:8]([NH:7][CH2:6][CH2:5][C:4]([OH:38])=[O:3])=[O:9])=[N:15][CH:14]=1)[C:22]1[CH:27]=[CH:26][C:25]([C:28]2[CH:29]=[CH:30][C:31]([C:34]([F:36])([F:35])[F:37])=[CH:32][CH:33]=2)=[CH:24][CH:23]=1. The catalyst class is: 83. (2) Reactant: ClC1C=CC=C(C(OO)=[O:9])C=1.[CH3:12][O:13][CH2:14][O:15][CH2:16][C:17]([CH3:19])=[CH2:18].C(=O)([O-])O.[Na+].O. Product: [CH3:12][O:13][CH2:14][O:15][CH2:16][C:17]1([CH3:19])[CH2:18][O:9]1. The catalyst class is: 2. (3) Reactant: [CH3:1][C:2]1[N:3]=[CH:4][NH:5][CH:6]=1.F[C:8]1[CH:13]=[CH:12][C:11]([N+:14]([O-:16])=[O:15])=[CH:10][C:9]=1[O:17][CH3:18].C(=O)([O-])[O-].[K+].[K+].C(OCC)(=O)C. Product: [CH3:18][O:17][C:9]1[CH:10]=[C:11]([N+:14]([O-:16])=[O:15])[CH:12]=[CH:13][C:8]=1[N:5]1[CH:6]=[C:2]([CH3:1])[N:3]=[CH:4]1. The catalyst class is: 3. (4) Reactant: C([Sn](CCCC)(CCCC)[C:6]1[N:7]=[CH:8][N:9]([C:11]2[N:16]=[C:15]([C:17]([F:20])([F:19])[F:18])[CH:14]=[C:13]([C:21]3[CH:26]=[CH:25][C:24]([C:27]([F:30])([F:29])[F:28])=[CH:23][CH:22]=3)[N:12]=2)[CH:10]=1)CCC.BrC1C=C([CH2:46][S:47](CC2C=CC=C(Br)C=2)(=[O:49])=[O:48])C=CC=1.C[CH2:59][CH2:60][CH2:61][CH2:62][CH2:63][CH3:64]. Product: [CH3:46][S:47]([C:64]1[CH:63]=[C:62]([C:6]2[N:7]=[CH:8][N:9]([C:11]3[N:16]=[C:15]([C:17]([F:18])([F:19])[F:20])[CH:14]=[C:13]([C:21]4[CH:26]=[CH:25][C:24]([C:27]([F:28])([F:30])[F:29])=[CH:23][CH:22]=4)[N:12]=3)[CH:10]=2)[CH:61]=[CH:60][CH:59]=1)(=[O:49])=[O:48]. The catalyst class is: 11. (5) Reactant: [CH2:1]([NH:9][C:10]([C@@H:12]1[CH2:16][CH2:15][CH:14]([OH:17])[N:13]1[CH3:18])=[O:11])[CH2:2][C:3]1[CH:8]=[CH:7][CH:6]=[CH:5][CH:4]=1.[C:19]12(CS(O)(=O)=O)C(C)(C)C(CC1)CC2=O. The catalyst class is: 5. Product: [CH2:1]([NH:9][C:10]([C@@H:12]1[CH2:16][CH2:15][CH:14]([O:17][CH3:19])[N:13]1[CH3:18])=[O:11])[CH2:2][C:3]1[CH:4]=[CH:5][CH:6]=[CH:7][CH:8]=1.